Dataset: Full USPTO retrosynthesis dataset with 1.9M reactions from patents (1976-2016). Task: Predict the reactants needed to synthesize the given product. Given the product [C:19]([O:18][C:16](=[O:17])[NH:15][C:13]1[CH:12]=[N:11][N:10]([C:7]([CH3:9])([CH3:8])[CH2:6][S:26]([CH3:25])(=[O:28])=[O:27])[CH:14]=1)([CH3:20])([CH3:21])[CH3:22], predict the reactants needed to synthesize it. The reactants are: CS(O[CH2:6][C:7]([N:10]1[CH:14]=[C:13]([NH:15][C:16]([O:18][C:19]([CH3:22])([CH3:21])[CH3:20])=[O:17])[CH:12]=[N:11]1)([CH3:9])[CH3:8])(=O)=O.[I-].[Na+].[CH3:25][S:26]([O-:28])=[O:27].[Na+].O.